From a dataset of HIV replication inhibition screening data with 41,000+ compounds from the AIDS Antiviral Screen. Binary Classification. Given a drug SMILES string, predict its activity (active/inactive) in a high-throughput screening assay against a specified biological target. The molecule is S=c1nc(N2CCCCC2)ss1. The result is 0 (inactive).